This data is from Full USPTO retrosynthesis dataset with 1.9M reactions from patents (1976-2016). The task is: Predict the reactants needed to synthesize the given product. (1) Given the product [CH2:2]([NH:13][C:14]1[NH:15][C:34]([CH3:36])([CH3:33])[N:24]=[C:17]([N:18]2[CH2:23][CH2:22][O:21][CH2:20][CH2:19]2)[N:16]=1)[CH2:3][CH2:4][CH2:5][CH2:6][CH2:7][CH2:8][CH2:9][CH2:10][CH2:11][CH3:12], predict the reactants needed to synthesize it. The reactants are: Cl.[CH2:2]([NH:13][C:14]([NH:16][C:17](=[NH:24])[N:18]1[CH2:23][CH2:22][O:21][CH2:20][CH2:19]1)=[NH:15])[CH2:3][CH2:4][CH2:5][CH2:6][CH2:7][CH2:8][CH2:9][CH2:10][CH2:11][CH3:12].C(O)C.S(=O)(=O)(O)O.[CH3:33][C:34]([CH3:36])=O. (2) Given the product [NH2:20][C:19]1[CH:18]=[CH:17][C:14]([C:15]#[N:16])=[CH:13][C:12]=1[NH:11][C:9]1[N:8]=[C:7]2[C:3]([NH:4][C:5](=[O:29])[N:6]2[CH:23]2[CH2:24][CH2:25][O:26][CH2:27][CH2:28]2)=[C:2]([Cl:1])[N:10]=1, predict the reactants needed to synthesize it. The reactants are: [Cl:1][C:2]1[N:10]=[C:9]([NH:11][C:12]2[CH:13]=[C:14]([CH:17]=[CH:18][C:19]=2[N+:20]([O-])=O)[C:15]#[N:16])[N:8]=[C:7]2[C:3]=1[NH:4][C:5](=[O:29])[N:6]2[CH:23]1[CH2:28][CH2:27][O:26][CH2:25][CH2:24]1.[S]. (3) Given the product [NH2:10][C:8]1[CH:9]=[C:4]2[C:5]([CH2:13][C:14](=[O:16])[NH:1]2)=[CH:6][CH:7]=1, predict the reactants needed to synthesize it. The reactants are: [N+:1]([C:4]1[CH:9]=[C:8]([N+:10]([O-])=O)[CH:7]=[CH:6][C:5]=1[CH2:13][C:14]([OH:16])=O)([O-])=O.CC(O)=O. (4) The reactants are: [N:1]1([CH2:7][CH2:8][OH:9])[CH2:6][CH2:5][O:4][CH2:3][CH2:2]1.[H-].[Na+].Br[C:13]1[CH:14]=[C:15]2[C:19](=[N:20][CH:21]=1)[NH:18][CH:17]=[CH:16]2. Given the product [N:1]1([CH2:7][CH2:8][O:9][C:13]2[CH:14]=[C:15]3[CH:16]=[CH:17][NH:18][C:19]3=[N:20][CH:21]=2)[CH2:6][CH2:5][O:4][CH2:3][CH2:2]1, predict the reactants needed to synthesize it. (5) The reactants are: [NH2:1][C:2]1[S:3][CH:4]=[C:5]2[C:10]=1[C:9](=[O:11])[N:8]([C:12]1[CH:17]=[CH:16][C:15]([Cl:18])=[CH:14][CH:13]=1)[N:7]=[C:6]2[C:19]([NH:21][CH:22]([CH3:24])C)=[O:20].NC1SC=C2C=1C(=[O:35])N(C1C=CC(Cl)=CC=1)N=C2C(O)=O.C(CN)O. Given the product [NH2:1][C:2]1[S:3][CH:4]=[C:5]2[C:10]=1[C:9](=[O:11])[N:8]([C:12]1[CH:13]=[CH:14][C:15]([Cl:18])=[CH:16][CH:17]=1)[N:7]=[C:6]2[C:19]([NH:21][CH2:22][CH2:24][OH:35])=[O:20], predict the reactants needed to synthesize it.